Task: Predict the product of the given reaction.. Dataset: Forward reaction prediction with 1.9M reactions from USPTO patents (1976-2016) Given the reactants Cl.[Cl:2][C:3]1[C:7]([Cl:8])=[C:6]([CH3:9])[NH:5][C:4]=1[C:10]([NH:12][CH:13]1[CH2:18][CH2:17][NH:16][CH2:15][CH2:14]1)=[O:11].[Cl:19][C:20]1[N:25]=[C:24](Cl)[CH:23]=[CH:22][N:21]=1.CCN(CC)CC, predict the reaction product. The product is: [Cl:2][C:3]1[C:7]([Cl:8])=[C:6]([CH3:9])[NH:5][C:4]=1[C:10]([NH:12][CH:13]1[CH2:18][CH2:17][N:16]([C:22]2[CH:23]=[CH:24][N:25]=[C:20]([Cl:19])[N:21]=2)[CH2:15][CH2:14]1)=[O:11].